Regression/Classification. Given a drug SMILES string, predict its absorption, distribution, metabolism, or excretion properties. Task type varies by dataset: regression for continuous measurements (e.g., permeability, clearance, half-life) or binary classification for categorical outcomes (e.g., BBB penetration, CYP inhibition). Dataset: cyp1a2_veith. From a dataset of CYP1A2 inhibition data for predicting drug metabolism from PubChem BioAssay. (1) The drug is CC(=O)Nc1nc2ncc(C=O)nc2c(=O)[nH]1. The result is 0 (non-inhibitor). (2) The drug is Nc1nc(Br)c2ccccc2c1-c1ccc(F)cc1. The result is 1 (inhibitor). (3) The drug is O=C(COc1ccc(Cl)cc1)N(Cc1ccccc1)c1ccccn1. The result is 1 (inhibitor). (4) The molecule is O=C1N=C([O-])CN1/N=C\c1ccc(-c2ccc([N+](=O)[O-])cc2)o1. The result is 1 (inhibitor). (5) The compound is O=c1c(-c2ccc(F)c(F)c2)nc2cncnc2n1Cc1ccc(F)cc1. The result is 1 (inhibitor). (6) The drug is Cc1cc([N+](=O)[O-])nn1CC(=O)NNC(=S)Nc1ccc(F)cc1. The result is 0 (non-inhibitor). (7) The molecule is Cn1c(=O)c2c(nc(Cl)n2Cc2ccc(Cl)c(Cl)c2)n(C)c1=O. The result is 1 (inhibitor).